From a dataset of Reaction yield outcomes from USPTO patents with 853,638 reactions. Predict the reaction yield, written as a fraction of the theoretical maximum amount of product (1.0 means a 100% yield; for example, 0.34 means a 34% yield). (1) The reactants are [NH2:1][CH2:2][CH2:3][OH:4].[Cl:5][C:6]1[CH:11]=[CH:10][CH:9]=[C:8](Cl)[N:7]=1. The catalyst is N1C=CC=CC=1.C(OCC)(=O)C. The product is [Cl:5][C:6]1[N:7]=[C:8]([NH:1][CH2:2][CH2:3][OH:4])[CH:9]=[CH:10][CH:11]=1. The yield is 0.990. (2) The reactants are [CH2:1]([C@H:8]1[CH2:12][O:11][C:10](=[O:13])[NH:9]1)[C:2]1[CH:7]=[CH:6][CH:5]=[CH:4][CH:3]=1.[Li]CCCC.[C:19](Cl)(=[O:26])[CH2:20][CH2:21][CH2:22][CH2:23][CH2:24][CH3:25]. The catalyst is C1COCC1. The product is [CH2:1]([C@H:8]1[CH2:12][O:11][C:10](=[O:13])[N:9]1[C:19](=[O:26])[CH2:20][CH2:21][CH2:22][CH2:23][CH2:24][CH3:25])[C:2]1[CH:3]=[CH:4][CH:5]=[CH:6][CH:7]=1. The yield is 0.860. (3) The reactants are I[C:2]1[C:10]2[C:5](=[N:6][CH:7]=[CH:8][CH:9]=2)[N:4]([Si:11]([CH:18]([CH3:20])[CH3:19])([CH:15]([CH3:17])[CH3:16])[CH:12]([CH3:14])[CH3:13])[CH:3]=1.C([Mg]Cl)(C)C.[Cl:26][C:27]1[N:28]=[C:29]([N:34]([CH2:36][C:37]2[CH:42]=[CH:41][C:40]([Cl:43])=[CH:39][CH:38]=2)[CH3:35])[S:30][C:31]=1[CH:32]=[O:33]. The catalyst is O1CCCC1. The product is [Cl:26][C:27]1[N:28]=[C:29]([N:34]([CH2:36][C:37]2[CH:42]=[CH:41][C:40]([Cl:43])=[CH:39][CH:38]=2)[CH3:35])[S:30][C:31]=1[CH:32]([C:2]1[C:10]2[C:5](=[N:6][CH:7]=[CH:8][CH:9]=2)[N:4]([Si:11]([CH:18]([CH3:20])[CH3:19])([CH:15]([CH3:17])[CH3:16])[CH:12]([CH3:14])[CH3:13])[CH:3]=1)[OH:33]. The yield is 0.600. (4) The reactants are [F:1][C:2]1[CH:17]=[C:16]([N+:18]([O-])=O)[CH:15]=[CH:14][C:3]=1[O:4][C:5]1[CH:10]=[CH:9][N:8]=[C:7]2[CH:11]=[CH:12][S:13][C:6]=12.Cl.C([O-])(O)=O.[Na+]. The catalyst is CO.[Fe]. The product is [F:1][C:2]1[CH:17]=[C:16]([NH2:18])[CH:15]=[CH:14][C:3]=1[O:4][C:5]1[CH:10]=[CH:9][N:8]=[C:7]2[CH:11]=[CH:12][S:13][C:6]=12. The yield is 0.830. (5) The catalyst is C1COCC1. The yield is 0.670. The product is [CH3:20][N:13]1[C:14]2[C:19](=[CH:18][CH:17]=[CH:16][CH:15]=2)[C:11]([CH2:9][NH:8][CH3:7])=[CH:12]1. The reactants are [H-].[H-].[H-].[H-].[Li+].[Al+3].[CH3:7][NH:8][C:9]([C:11]1[C:19]2[C:14](=[CH:15][CH:16]=[CH:17][CH:18]=2)[N:13]([CH3:20])[CH:12]=1)=O. (6) The reactants are [Cl:1][C:2]1[N:7]=[C:6]([NH:8][C:9]2[CH:10]=[C:11]([CH2:15][CH2:16][C:17]3[N:22]=[C:21]([NH:23]C(=O)OC(C)(C)C)[CH:20]=[CH:19][CH:18]=3)[CH:12]=[CH:13][CH:14]=2)[C:5]([Cl:31])=[CH:4][N:3]=1.[ClH:32]. The catalyst is O1CCOCC1. The product is [ClH:1].[ClH:32].[NH2:23][C:21]1[N:22]=[C:17]([CH2:16][CH2:15][C:11]2[CH:10]=[C:9]([NH:8][C:6]3[C:5]([Cl:31])=[CH:4][N:3]=[C:2]([Cl:1])[N:7]=3)[CH:14]=[CH:13][CH:12]=2)[CH:18]=[CH:19][CH:20]=1. The yield is 0.980. (7) The reactants are [CH3:1][C:2]1([CH3:15])[C:6]2[CH:7]=[N:8][C:9]([CH3:11])=[CH:10][C:5]=2[N:4]([C:12]([OH:14])=[O:13])[CH2:3]1.C([O:19][C:20](=[O:22])[CH3:21])(=O)C. No catalyst specified. The product is [C:2]([O:13][C:12]([N:4]1[C:5]2[CH:10]=[C:9]([CH2:11][O:19][C:20](=[O:22])[CH3:21])[N:8]=[CH:7][C:6]=2[C:2]([CH3:15])([CH3:1])[CH2:3]1)=[O:14])([CH3:6])([CH3:3])[CH3:1]. The yield is 0.650. (8) The reactants are Cl[C:2]1[N:3]=[C:4]([NH:25][CH:26]2[CH2:31][CH2:30][O:29][CH2:28][CH2:27]2)[C:5]2[C:10]([C:11]3[CH:16]=[CH:15][N:14]=[CH:13][CH:12]=3)=[CH:9][N:8]([CH2:17][O:18][CH2:19][CH2:20][Si:21]([CH3:24])([CH3:23])[CH3:22])[C:6]=2[N:7]=1.[NH2:32][C:33]1[CH:43]=[CH:42][C:36]([C:37]([N:39]([CH3:41])[CH3:40])=[O:38])=[CH:35][C:34]=1[CH3:44].C(=O)([O-])[O-].[Cs+].[Cs+].C1(P(C2C=CC=CC=2)C2C=CC3C(=CC=CC=3)C=2C2C3C(=CC=CC=3)C=CC=2P(C2C=CC=CC=2)C2C=CC=CC=2)C=CC=CC=1. The catalyst is O1CCOCC1.C([O-])(=O)C.[Pd+2].C([O-])(=O)C. The product is [CH3:41][N:39]([CH3:40])[C:37](=[O:38])[C:36]1[CH:42]=[CH:43][C:33]([NH:32][C:2]2[N:3]=[C:4]([NH:25][CH:26]3[CH2:27][CH2:28][O:29][CH2:30][CH2:31]3)[C:5]3[C:10]([C:11]4[CH:12]=[CH:13][N:14]=[CH:15][CH:16]=4)=[CH:9][N:8]([CH2:17][O:18][CH2:19][CH2:20][Si:21]([CH3:23])([CH3:24])[CH3:22])[C:6]=3[N:7]=2)=[C:34]([CH3:44])[CH:35]=1. The yield is 0.350.